Predict the reactants needed to synthesize the given product. From a dataset of Full USPTO retrosynthesis dataset with 1.9M reactions from patents (1976-2016). Given the product [CH3:1][O:2][C:3]([C:5]1[CH:6]=[CH:7][CH:8]=[C:9]2[C:14]=1[N:13]=[CH:12][C:11]([O:15][C:16]1[C:17]([Cl:24])=[CH:18][C:19]([NH:23][S:39]([C:33]3[CH:34]=[CH:35][C:36]([Cl:38])=[CH:37][C:32]=3[Cl:31])(=[O:41])=[O:40])=[CH:20][C:21]=1[Cl:22])=[CH:10]2)=[O:4], predict the reactants needed to synthesize it. The reactants are: [CH3:1][O:2][C:3]([C:5]1[CH:6]=[CH:7][CH:8]=[C:9]2[C:14]=1[N:13]=[CH:12][C:11]([O:15][C:16]1[C:21]([Cl:22])=[CH:20][C:19]([NH2:23])=[CH:18][C:17]=1[Cl:24])=[CH:10]2)=[O:4].N1C=CC=CC=1.[Cl:31][C:32]1[CH:37]=[C:36]([Cl:38])[CH:35]=[CH:34][C:33]=1[S:39](Cl)(=[O:41])=[O:40].C([O-])(O)=O.[Na+].